From a dataset of Forward reaction prediction with 1.9M reactions from USPTO patents (1976-2016). Predict the product of the given reaction. (1) Given the reactants [Br:1][C:2]1[CH:3]=[C:4]([CH:8]=[CH:9][C:10]=1[CH3:11])[C:5]([OH:7])=O.[F:12][C:13]([F:22])([F:21])[C:14]1[CH:15]=[C:16]([CH:18]=[CH:19][CH:20]=1)[NH2:17], predict the reaction product. The product is: [Br:1][C:2]1[CH:3]=[C:4]([CH:8]=[CH:9][C:10]=1[CH3:11])[C:5]([NH:17][C:16]1[CH:18]=[CH:19][CH:20]=[C:14]([C:13]([F:12])([F:21])[F:22])[CH:15]=1)=[O:7]. (2) Given the reactants Br[C:2]1[C:11]([CH3:12])=[CH:10][C:5]2[C:6]([CH3:9])=[N:7][O:8][C:4]=2[CH:3]=1.[NH2:13][C:14]1[CH:19]=[CH:18][C:17](B2OC(C)(C)C(C)(C)O2)=[CH:16][N:15]=1.[O-]P([O-])([O-])=O.[K+].[K+].[K+].CC(=O)OCC, predict the reaction product. The product is: [CH3:9][C:6]1[C:5]2[CH:10]=[C:11]([CH3:12])[C:2]([C:17]3[CH:18]=[CH:19][C:14]([NH2:13])=[N:15][CH:16]=3)=[CH:3][C:4]=2[O:8][N:7]=1.